Dataset: Full USPTO retrosynthesis dataset with 1.9M reactions from patents (1976-2016). Task: Predict the reactants needed to synthesize the given product. (1) Given the product [C:1]([C:4]1[CH:9]=[N:8][N:7]2[CH:10]=[C:11]([C:13]3[O:14][C:45]([S:39][CH3:38])=[N:16][N:15]=3)[CH:12]=[C:6]2[C:5]=1[NH:17][C@@H:18]1[CH2:23][CH2:22][N:21]([C:24]([O:26][C:27]([CH3:30])([CH3:29])[CH3:28])=[O:25])[CH2:20][C:19]1([CH3:32])[CH3:31])(=[O:3])[NH2:2], predict the reactants needed to synthesize it. The reactants are: [C:1]([C:4]1[CH:9]=[N:8][N:7]2[CH:10]=[C:11]([C:13]([NH:15][NH2:16])=[O:14])[CH:12]=[C:6]2[C:5]=1[NH:17][C@@H:18]1[CH2:23][CH2:22][N:21]([C:24]([O:26][C:27]([CH3:30])([CH3:29])[CH3:28])=[O:25])[CH2:20][C:19]1([CH3:32])[CH3:31])(=[O:3])[NH2:2].N1([C:38](N2C=CN=C2)=[S:39])C=CN=C1.[CH2:45](N(CC)CC)C.IC. (2) Given the product [Cl:11][C:10]1[CH:9]=[C:8]2[C:4]([C:5]([CH:12]=[O:13])=[CH:6][NH:7]2)=[CH:3][C:2]=1[C:21]1[CH:26]=[CH:25][C:24]([C:27]2([OH:31])[CH2:28][CH2:29][CH2:30]2)=[CH:23][C:22]=1[F:32], predict the reactants needed to synthesize it. The reactants are: Br[C:2]1[CH:3]=[C:4]2[C:8](=[CH:9][C:10]=1[Cl:11])[NH:7][CH:6]=[C:5]2[CH:12]=[O:13].CC1(C)COB([C:21]2[CH:26]=[CH:25][C:24]([C:27]3([OH:31])[CH2:30][CH2:29][CH2:28]3)=[CH:23][C:22]=2[F:32])OC1.C(=O)([O-])[O-].[K+].[K+]. (3) Given the product [Cl:1][C:2]1[CH:7]=[C:6]([Cl:8])[CH:5]=[CH:4][C:3]=1[NH:9][C:10]1[N:11]=[CH:12][C:13]([CH2:14][OH:15])=[C:17]([C:19]([F:22])([F:20])[F:21])[CH:18]=1, predict the reactants needed to synthesize it. The reactants are: [Cl:1][C:2]1[CH:7]=[C:6]([Cl:8])[CH:5]=[CH:4][C:3]=1[NH:9][C:10]1[CH:18]=[C:17]([C:19]([F:22])([F:21])[F:20])[C:13]([C:14](O)=[O:15])=[CH:12][N:11]=1.CN1CCOCC1.ClC(OCC(C)C)=O. (4) Given the product [CH3:1][O:2][C:3](=[O:27])[C:4]1[CH:9]=[C:8]([O:10][CH3:11])[C:7]([CH3:12])=[C:6]([O:13][CH3:14])[C:5]=1[O:15][C:16]1[CH:21]=[C:20]([O:22][CH3:23])[CH:19]=[C:18]([CH3:24])[C:17]=1[C:25]([OH:30])=[O:26], predict the reactants needed to synthesize it. The reactants are: [CH3:1][O:2][C:3](=[O:27])[C:4]1[CH:9]=[C:8]([O:10][CH3:11])[C:7]([CH3:12])=[C:6]([O:13][CH3:14])[C:5]=1[O:15][C:16]1[CH:21]=[C:20]([O:22][CH3:23])[CH:19]=[C:18]([CH3:24])[C:17]=1[CH:25]=[O:26].S(=O)(=O)([OH:30])N.[O-]Cl=O.[Na+]. (5) Given the product [C:18]([O:22][C:23](=[O:45])[NH:24][CH2:25][C:26]1([C:30]2[CH:31]=[CH:32][C:33]([C:2]3[C:3]4[C:4]5[CH:17]=[CH:16][S:15][C:5]=5[C:6](=[O:14])[NH:7][C:8]=4[CH:9]=[CH:10][C:11]=3[O:12][CH3:13])=[CH:34][CH:35]=2)[CH2:29][CH2:28][CH2:27]1)([CH3:21])([CH3:19])[CH3:20], predict the reactants needed to synthesize it. The reactants are: Br[C:2]1[C:3]2[C:4]3[CH:17]=[CH:16][S:15][C:5]=3[C:6](=[O:14])[NH:7][C:8]=2[CH:9]=[CH:10][C:11]=1[O:12][CH3:13].[C:18]([O:22][C:23](=[O:45])[NH:24][CH2:25][C:26]1([C:30]2[CH:35]=[CH:34][C:33](B3OC(C)(C)C(C)(C)O3)=[CH:32][CH:31]=2)[CH2:29][CH2:28][CH2:27]1)([CH3:21])([CH3:20])[CH3:19]. (6) Given the product [N+:10]([C:6]1[CH:5]=[C:4]([C:2](=[O:3])/[CH:1]=[CH:19]/[C:18]2[CH:21]=[CH:22][CH:23]=[C:16]([N+:13]([O-:15])=[O:14])[CH:17]=2)[CH:9]=[CH:8][CH:7]=1)([O-:12])=[O:11], predict the reactants needed to synthesize it. The reactants are: [CH3:1][C:2]([C:4]1[CH:9]=[CH:8][CH:7]=[C:6]([N+:10]([O-:12])=[O:11])[CH:5]=1)=[O:3].[N+:13]([C:16]1[CH:17]=[C:18]([CH:21]=[CH:22][CH:23]=1)[CH:19]=O)([O-:15])=[O:14].OS(O)(=O)=O. (7) Given the product [C:27]([C:14]1[N:13]2[C:9]([CH2:8][CH:5]3[CH2:6][CH2:7][C:2]([F:1])([F:33])[CH2:3][CH2:4]3)=[C:10]([C:29]([F:31])([F:32])[CH3:30])[N:11]=[C:12]2[CH:17]=[C:16]([C:18]([NH:20][CH:21]2[CH2:26][CH2:25][O:24][CH2:23][CH2:22]2)=[O:19])[CH:15]=1)#[N:36], predict the reactants needed to synthesize it. The reactants are: [F:1][C:2]1([F:33])[CH2:7][CH2:6][CH:5]([CH2:8][C:9]2[N:13]3[C:14]([CH:27]=O)=[CH:15][C:16]([C:18]([NH:20][CH:21]4[CH2:26][CH2:25][O:24][CH2:23][CH2:22]4)=[O:19])=[CH:17][C:12]3=[N:11][C:10]=2[C:29]([F:32])([F:31])[CH3:30])[CH2:4][CH2:3]1.Cl.O[NH2:36].C(OC(=O)C)(=O)C.C(=O)([O-])O.[Na+].